From a dataset of Forward reaction prediction with 1.9M reactions from USPTO patents (1976-2016). Predict the product of the given reaction. (1) The product is: [N:12]1([C:9]2[O:10][C:11]3[C:2]([O:1][S:26]([C:29]([F:32])([F:31])[F:30])(=[O:28])=[O:27])=[CH:3][CH:4]=[CH:5][C:6]=3[C:7](=[O:18])[N:8]=2)[CH2:13][CH2:14][O:15][CH2:16][CH2:17]1. Given the reactants [OH:1][C:2]1[C:11]2[O:10][C:9]([N:12]3[CH2:17][CH2:16][O:15][CH2:14][CH2:13]3)=[N:8][C:7](=[O:18])[C:6]=2[CH:5]=[CH:4][CH:3]=1.C1(N([S:26]([C:29]([F:32])([F:31])[F:30])(=[O:28])=[O:27])[S:26]([C:29]([F:32])([F:31])[F:30])(=[O:28])=[O:27])C=CC=CC=1.CCN(CC)CC, predict the reaction product. (2) Given the reactants FC(F)(F)C(O)=O.[Si]([O:25][CH2:26][C:27]1[NH:28][C:29](=[O:45])[N:30]([CH:32]2[CH2:37][CH2:36][N:35](C(OC(C)(C)C)=O)[CH2:34][CH2:33]2)[CH:31]=1)(C(C)(C)C)(C1C=CC=CC=1)C1C=CC=CC=1, predict the reaction product. The product is: [OH:25][CH2:26][C:27]1[NH:28][C:29](=[O:45])[N:30]([CH:32]2[CH2:37][CH2:36][NH:35][CH2:34][CH2:33]2)[CH:31]=1. (3) Given the reactants [BH4-].[Na+].[CH3:3][O:4][C:5]1[CH:6]=[C:7]([CH:11]=[CH:12][C:13]=1[N+:14]([O-:16])=[O:15])[C:8](O)=[O:9], predict the reaction product. The product is: [CH3:3][O:4][C:5]1[CH:6]=[C:7]([CH2:8][OH:9])[CH:11]=[CH:12][C:13]=1[N+:14]([O-:16])=[O:15]. (4) The product is: [C:1]([O:5][CH2:6][C:7]1[CH:12]=[CH:11][N:10]=[CH:9][C:8]=1[CH:19]1[CH2:23][CH2:22][CH2:21][N:20]1[CH3:24])([CH3:4])([CH3:3])[CH3:2]. Given the reactants [C:1]([O:5][CH2:6][CH:7]1[CH:12]=[CH:11][N:10](C(=O)C(C)(C)C)[CH:9]=[C:8]1[CH:19]1[CH2:23][CH2:22][CH2:21][N:20]1[CH3:24])([CH3:4])([CH3:3])[CH3:2].[S], predict the reaction product. (5) Given the reactants C[O:2][C:3](=[O:19])[C:4]1[CH:9]=[CH:8][CH:7]=[CH:6][C:5]=1[NH:10][CH2:11][C:12]1[CH:17]=[CH:16][N:15]=[C:14]([Br:18])[CH:13]=1.[OH-].[Na+].C(OCC)(=O)C.Cl, predict the reaction product. The product is: [Br:18][C:14]1[CH:13]=[C:12]([CH2:11][NH:10][C:5]2[CH:6]=[CH:7][CH:8]=[CH:9][C:4]=2[C:3]([OH:19])=[O:2])[CH:17]=[CH:16][N:15]=1. (6) The product is: [N:17]1[C:26]2[C:21](=[CH:22][CH:23]=[CH:24][CH:25]=2)[CH:20]=[CH:19][C:18]=1[CH2:27][O:28][C:29]1[CH:30]=[C:31]([CH:35]=[CH:36][CH:37]=1)[C:32]([NH:1][C:2]1[CH:3]=[C:4]([CH:7]=[CH:8][CH:9]=1)[C:5]#[N:6])=[O:33]. Given the reactants [NH2:1][C:2]1[CH:3]=[C:4]([CH:7]=[CH:8][CH:9]=1)[C:5]#[N:6].C(N(CC)CC)C.[N:17]1[C:26]2[C:21](=[CH:22][CH:23]=[CH:24][CH:25]=2)[CH:20]=[CH:19][C:18]=1[CH2:27][O:28][C:29]1[CH:30]=[C:31]([CH:35]=[CH:36][CH:37]=1)[C:32](Cl)=[O:33].O, predict the reaction product. (7) Given the reactants C([SiH](CC)CC)C.[CH2:8]([O:10][C:11](=[O:48])[C:12]([O:40][C:41]1[CH:46]=[CH:45][CH:44]=[CH:43][C:42]=1[F:47])([CH3:39])[CH2:13][C:14]1[CH:19]=[CH:18][C:17]([O:20][CH2:21][CH2:22][CH:23]2[CH2:27][N:26](CC3C=CC(OC)=CC=3)[C:25](=[O:37])[N:24]2[CH3:38])=[CH:16][CH:15]=1)[CH3:9], predict the reaction product. The product is: [CH2:8]([O:10][C:11](=[O:48])[C:12]([O:40][C:41]1[CH:46]=[CH:45][CH:44]=[CH:43][C:42]=1[F:47])([CH3:39])[CH2:13][C:14]1[CH:19]=[CH:18][C:17]([O:20][CH2:21][CH2:22][CH:23]2[CH2:27][NH:26][C:25](=[O:37])[N:24]2[CH3:38])=[CH:16][CH:15]=1)[CH3:9]. (8) Given the reactants C(OC([N:8]([C:35]1[N:36]=[C:37]2[CH:43]=[CH:42][N:41]([S:44]([C:47]3[CH:53]=[CH:52][C:50]([CH3:51])=[CH:49][CH:48]=3)(=[O:46])=[O:45])[C:38]2=[N:39][CH:40]=1)[CH2:9][C:10]([C@@H:12]1[CH2:17][CH2:16][CH2:15][N:14]([C:18]([O:20][CH2:21][CH:22]2[C:34]3[CH:33]=[CH:32][CH:31]=[CH:30][C:29]=3[C:28]3[C:23]2=[CH:24][CH:25]=[CH:26][CH:27]=3)=[O:19])[CH2:13]1)=O)=O)(C)(C)C.C(O)(C(F)(F)F)=O.C(OC(C(F)(F)F)=O)(C(F)(F)F)=O, predict the reaction product. The product is: [S:44]([N:41]1[C:38]2[N:39]=[CH:40][C:35]3[N:36]([C:10]([C@@H:12]4[CH2:17][CH2:16][CH2:15][N:14]([C:18]([O:20][CH2:21][CH:22]5[C:23]6[CH:24]=[CH:25][CH:26]=[CH:27][C:28]=6[C:29]6[C:34]5=[CH:33][CH:32]=[CH:31][CH:30]=6)=[O:19])[CH2:13]4)=[CH:9][N:8]=3)[C:37]=2[CH:43]=[CH:42]1)([C:47]1[CH:53]=[CH:52][C:50]([CH3:51])=[CH:49][CH:48]=1)(=[O:45])=[O:46].